Task: Predict the reaction yield, written as a fraction of the theoretical maximum amount of product (1.0 means a 100% yield; for example, 0.34 means a 34% yield).. Dataset: Reaction yield outcomes from USPTO patents with 853,638 reactions The reactants are [NH2:1][C:2]1[CH:7]=[CH:6][C:5]([NH2:8])=[CH:4][CH:3]=1.[CH2:9]([N:11]=[C:12]=[O:13])[CH3:10].C(=O)([O-])[O-].[K+].[K+]. The catalyst is C1COCC1. The product is [CH2:9]([NH:11][C:12]([NH:1][C:2]1[CH:7]=[CH:6][C:5]([NH2:8])=[CH:4][CH:3]=1)=[O:13])[CH3:10]. The yield is 0.620.